This data is from NCI-60 drug combinations with 297,098 pairs across 59 cell lines. The task is: Regression. Given two drug SMILES strings and cell line genomic features, predict the synergy score measuring deviation from expected non-interaction effect. (1) Drug 1: CN1CCC(CC1)COC2=C(C=C3C(=C2)N=CN=C3NC4=C(C=C(C=C4)Br)F)OC. Drug 2: CC(C1=C(C=CC(=C1Cl)F)Cl)OC2=C(N=CC(=C2)C3=CN(N=C3)C4CCNCC4)N. Cell line: ACHN. Synergy scores: CSS=16.7, Synergy_ZIP=-7.04, Synergy_Bliss=1.81, Synergy_Loewe=-1.23, Synergy_HSA=2.25. (2) Drug 1: CN(C)C1=NC(=NC(=N1)N(C)C)N(C)C. Drug 2: CCN(CC)CCCC(C)NC1=C2C=C(C=CC2=NC3=C1C=CC(=C3)Cl)OC. Cell line: SK-OV-3. Synergy scores: CSS=13.7, Synergy_ZIP=-4.79, Synergy_Bliss=6.84, Synergy_Loewe=-1.82, Synergy_HSA=5.39. (3) Cell line: HCT-15. Drug 1: CC1=CC=C(C=C1)C2=CC(=NN2C3=CC=C(C=C3)S(=O)(=O)N)C(F)(F)F. Synergy scores: CSS=20.2, Synergy_ZIP=-4.02, Synergy_Bliss=1.69, Synergy_Loewe=-7.98, Synergy_HSA=0.453. Drug 2: C1=NC2=C(N1)C(=S)N=CN2. (4) Drug 1: CC1=CC=C(C=C1)C2=CC(=NN2C3=CC=C(C=C3)S(=O)(=O)N)C(F)(F)F. Drug 2: C1=NC2=C(N1)C(=S)N=CN2. Cell line: TK-10. Synergy scores: CSS=29.9, Synergy_ZIP=4.88, Synergy_Bliss=2.73, Synergy_Loewe=-25.8, Synergy_HSA=1.46. (5) Drug 1: CC(C1=C(C=CC(=C1Cl)F)Cl)OC2=C(N=CC(=C2)C3=CN(N=C3)C4CCNCC4)N. Drug 2: CN(C(=O)NC(C=O)C(C(C(CO)O)O)O)N=O. Cell line: HT29. Synergy scores: CSS=-2.93, Synergy_ZIP=-2.58, Synergy_Bliss=-9.61, Synergy_Loewe=-17.4, Synergy_HSA=-10.6. (6) Drug 1: CCC1=CC2CC(C3=C(CN(C2)C1)C4=CC=CC=C4N3)(C5=C(C=C6C(=C5)C78CCN9C7C(C=CC9)(C(C(C8N6C)(C(=O)OC)O)OC(=O)C)CC)OC)C(=O)OC.C(C(C(=O)O)O)(C(=O)O)O. Drug 2: C1=NNC2=C1C(=O)NC=N2. Cell line: HOP-92. Synergy scores: CSS=33.1, Synergy_ZIP=-9.47, Synergy_Bliss=-2.34, Synergy_Loewe=-18.8, Synergy_HSA=-0.683. (7) Drug 1: CS(=O)(=O)C1=CC(=C(C=C1)C(=O)NC2=CC(=C(C=C2)Cl)C3=CC=CC=N3)Cl. Drug 2: C(CC(=O)O)C(=O)CN.Cl. Cell line: K-562. Synergy scores: CSS=18.0, Synergy_ZIP=1.63, Synergy_Bliss=1.63, Synergy_Loewe=-4.84, Synergy_HSA=2.15.